Regression/Classification. Given a drug SMILES string, predict its absorption, distribution, metabolism, or excretion properties. Task type varies by dataset: regression for continuous measurements (e.g., permeability, clearance, half-life) or binary classification for categorical outcomes (e.g., BBB penetration, CYP inhibition). Dataset: cyp2c9_veith. From a dataset of CYP2C9 inhibition data for predicting drug metabolism from PubChem BioAssay. (1) The molecule is COc1cc(/C=C(\C#N)C(=O)c2ccc(O)c(O)c2)cc(I)c1O. The result is 1 (inhibitor). (2) The molecule is COc1ccc(O[C@H]2C=C[C@@H](c3ccccc3)O[C@H]2CO/N=C(/C)CCC(=O)OC[C@@H]2O[C@H](C#Cc3ccccc3)C=C[C@@H]2Oc2ccc(C)cc2)cc1. The result is 0 (non-inhibitor). (3) The molecule is CC(=O)c1c(C(C)=O)c(C)n(NC(=O)c2ccncc2)c1C. The result is 1 (inhibitor).